Dataset: Full USPTO retrosynthesis dataset with 1.9M reactions from patents (1976-2016). Task: Predict the reactants needed to synthesize the given product. Given the product [ClH:16].[NH2:7][CH:8]1[CH2:12][CH2:11][CH2:10][C:9]1([CH3:13])[OH:14], predict the reactants needed to synthesize it. The reactants are: C(OC(=O)[NH:7][CH:8]1[CH2:12][CH2:11][CH2:10][C:9]1([OH:14])[CH3:13])(C)(C)C.[ClH:16].O1CCOCC1.